From a dataset of Peptide-MHC class I binding affinity with 185,985 pairs from IEDB/IMGT. Regression. Given a peptide amino acid sequence and an MHC pseudo amino acid sequence, predict their binding affinity value. This is MHC class I binding data. (1) The peptide sequence is VIFILLMLV. The MHC is HLA-A02:01 with pseudo-sequence HLA-A02:01. The binding affinity (normalized) is 0.412. (2) The peptide sequence is LIWAYLSKK. The MHC is HLA-A33:01 with pseudo-sequence HLA-A33:01. The binding affinity (normalized) is 0.214. (3) The peptide sequence is APYMVGDVI. The MHC is HLA-B51:01 with pseudo-sequence HLA-B51:01. The binding affinity (normalized) is 0.595.